This data is from Reaction yield outcomes from USPTO patents with 853,638 reactions. The task is: Predict the reaction yield, written as a fraction of the theoretical maximum amount of product (1.0 means a 100% yield; for example, 0.34 means a 34% yield). The reactants are [C:1]([C@@H:5]1[CH2:10][CH2:9][C@H:8]([OH:11])[CH2:7][CH2:6]1)([CH3:4])([CH3:3])[CH3:2].[C:12]([O:16][C:17](=[O:38])[NH:18][C:19]1([C:27]2[CH:36]=[CH:35][C:34]3[C:29](=[CH:30][CH:31]=[C:32](O)[CH:33]=3)[CH:28]=2)[CH2:24][O:23][C:22]([CH3:26])([CH3:25])[O:21][CH2:20]1)([CH3:15])([CH3:14])[CH3:13]. No catalyst specified. The product is [C:12]([O:16][C:17](=[O:38])[NH:18][C:19]1([C:27]2[CH:36]=[CH:35][C:34]3[C:29](=[CH:30][CH:31]=[C:32]([O:11][C@H:8]4[CH2:7][CH2:6][C@H:5]([C:1]([CH3:4])([CH3:2])[CH3:3])[CH2:10][CH2:9]4)[CH:33]=3)[CH:28]=2)[CH2:20][O:21][C:22]([CH3:26])([CH3:25])[O:23][CH2:24]1)([CH3:13])([CH3:14])[CH3:15]. The yield is 0.420.